From a dataset of Reaction yield outcomes from USPTO patents with 853,638 reactions. Predict the reaction yield, written as a fraction of the theoretical maximum amount of product (1.0 means a 100% yield; for example, 0.34 means a 34% yield). (1) The reactants are Cl[C:2]1[N:7]=[C:6]([NH:8][C:9]([CH:11]2[CH2:13][CH2:12]2)=[O:10])[CH:5]=[N:4][C:3]=1[C:14]1[CH:19]=[CH:18][N:17]=[CH:16][C:15]=1[Cl:20].C([Sn](CCCC)(CCCC)[C:26]1[CH:31]=[CH:30][CH:29]=[CH:28][N:27]=1)CCC. The catalyst is C1C=CC([P]([Pd]([P](C2C=CC=CC=2)(C2C=CC=CC=2)C2C=CC=CC=2)([P](C2C=CC=CC=2)(C2C=CC=CC=2)C2C=CC=CC=2)[P](C2C=CC=CC=2)(C2C=CC=CC=2)C2C=CC=CC=2)(C2C=CC=CC=2)C2C=CC=CC=2)=CC=1.C1(C)C(C)=CC=CC=1. The product is [Cl:20][C:15]1[CH:16]=[N:17][CH:18]=[CH:19][C:14]=1[C:3]1[N:4]=[CH:5][C:6]([NH:8][C:9]([CH:11]2[CH2:13][CH2:12]2)=[O:10])=[N:7][C:2]=1[C:26]1[CH:31]=[CH:30][CH:29]=[CH:28][N:27]=1. The yield is 0.480. (2) The reactants are [O:1]1[CH:5]=[CH:4][N:3]=[C:2]1[C:6]1[CH:14]=[CH:13][CH:12]=[C:11]2[C:7]=1[CH2:8][N:9]([CH2:16][CH:17]=[CH:18][B:19]1[O:23][C:22]([CH3:25])([CH3:24])[C:21]([CH3:27])([CH3:26])[O:20]1)[C:10]2=[O:15].[N+](=[CH2:30])=[N-]. The catalyst is C(OCC)C.C([O-])(=O)C.[Pd+2].C([O-])(=O)C. The product is [O:1]1[CH:5]=[CH:4][N:3]=[C:2]1[C:6]1[CH:14]=[CH:13][CH:12]=[C:11]2[C:7]=1[CH2:8][N:9]([CH2:16][CH:17]1[CH2:30][CH:18]1[B:19]1[O:23][C:22]([CH3:25])([CH3:24])[C:21]([CH3:27])([CH3:26])[O:20]1)[C:10]2=[O:15]. The yield is 0.850. (3) The reactants are [CH3:1][C:2]([NH2:14])([C:4]1[CH:5]=[N:6][C:7]([C:10]([F:13])([F:12])[F:11])=[CH:8][CH:9]=1)[CH3:3].[ClH:15]. The catalyst is CC(C)=O. The product is [ClH:15].[CH3:3][C:2]([NH2:14])([C:4]1[CH:5]=[N:6][C:7]([C:10]([F:12])([F:13])[F:11])=[CH:8][CH:9]=1)[CH3:1]. The yield is 0.620.